This data is from Reaction yield outcomes from USPTO patents with 853,638 reactions. The task is: Predict the reaction yield, written as a fraction of the theoretical maximum amount of product (1.0 means a 100% yield; for example, 0.34 means a 34% yield). (1) The reactants are C1COCC1.Br[CH:7]1[CH2:9][CH2:8]1.[F:10][C:11]1[CH:18]=[CH:17][CH:16]=[CH:15][C:12]=1[C:13]#[N:14].[BH4-].[Na+]. The catalyst is CO. The product is [CH:7]1([CH:13]([C:12]2[CH:15]=[CH:16][CH:17]=[CH:18][C:11]=2[F:10])[NH2:14])[CH2:9][CH2:8]1. The yield is 0.510. (2) The product is [CH2:21]([C:20]([C:17]1[CH:18]=[CH:19][C:14]([C:9]2[CH:10]=[C:11]([OH:13])[CH:12]=[C:7]([CH2:6][C:5]([OH:41])=[O:4])[CH:8]=2)=[C:15]([CH3:40])[CH:16]=1)([C:23]1[CH:28]=[CH:27][C:26]([CH2:29][CH2:30][CH:31]([OH:36])[C:32]([CH3:34])([CH3:35])[CH3:33])=[C:25]([CH3:37])[CH:24]=1)[CH2:38][CH3:39])[CH3:22]. The reactants are [OH-].[Na+].C[O:4][C:5](=[O:41])[CH2:6][C:7]1[CH:8]=[C:9]([C:14]2[CH:19]=[CH:18][C:17]([C:20]([CH2:38][CH3:39])([C:23]3[CH:28]=[CH:27][C:26]([CH2:29][CH2:30][CH:31]([OH:36])[C:32]([CH3:35])([CH3:34])[CH3:33])=[C:25]([CH3:37])[CH:24]=3)[CH2:21][CH3:22])=[CH:16][C:15]=2[CH3:40])[CH:10]=[C:11]([OH:13])[CH:12]=1.Cl. The yield is 1.00. The catalyst is CO. (3) The reactants are [N+:1]([C:4]1[CH:5]=[CH:6][C:7]2[O:13][CH2:12][CH2:11][CH2:10][N:9]([C:14](=[O:16])[CH3:15])[C:8]=2[CH:17]=1)([O-])=O. The catalyst is [Pd].C(O)C. The product is [NH2:1][C:4]1[CH:5]=[CH:6][C:7]2[O:13][CH2:12][CH2:11][CH2:10][N:9]([C:14](=[O:16])[CH3:15])[C:8]=2[CH:17]=1. The yield is 0.990. (4) The reactants are [N:1]1[CH:6]=[CH:5][CH:4]=[CH:3][C:2]=1[C:7]1[O:11][CH:10]=[N:9][CH:8]=1.[CH3:12][S:13][C:14]1[CH:15]=[C:16]([CH2:20][CH2:21][CH2:22][CH2:23][CH2:24][CH2:25][C:26](O)=[O:27])[CH:17]=[CH:18][CH:19]=1. No catalyst specified. The product is [O:27]=[C:26]([C:10]1[O:11][C:7]([C:2]2[CH:3]=[CH:4][CH:5]=[CH:6][N:1]=2)=[CH:8][N:9]=1)[CH2:25][CH2:24][CH2:23][CH2:22][CH2:21][CH2:20][C:16]1[CH:17]=[CH:18][CH:19]=[C:14]([S:13][CH3:12])[CH:15]=1. The yield is 0.560.